Dataset: Catalyst prediction with 721,799 reactions and 888 catalyst types from USPTO. Task: Predict which catalyst facilitates the given reaction. (1) Reactant: [F:1][C:2]1[CH:3]=[CH:4][C:5]2[O:10][CH2:9][C:8](=[O:11])[N:7]([CH2:12][C@H:13]([CH3:16])[CH2:14]I)[C:6]=2[CH:17]=1.[CH2:18]([CH:23]1[CH2:29][CH:28]2[NH:30][CH:25]([CH2:26][CH2:27]2)[CH2:24]1)[CH2:19][CH2:20][CH2:21][CH3:22]. Product: [F:1][C:2]1[CH:3]=[CH:4][C:5]2[O:10][CH2:9][C:8](=[O:11])[N:7]([CH2:12][C@H:13]([CH3:16])[CH2:14][N:30]3[CH:25]4[CH2:26][CH2:27][CH:28]3[CH2:29][CH:23]([CH2:18][CH2:19][CH2:20][CH2:21][CH3:22])[CH2:24]4)[C:6]=2[CH:17]=1. The catalyst class is: 243. (2) Reactant: [CH3:1][C:2]1[C:3]([C:22]2[CH:27]=[CH:26][CH:25]=[C:24]([C:28]([F:31])([F:30])[F:29])[CH:23]=2)=[N:4][C:5]2[C:10]([C:11]=1[C:12]([O:14][CH3:15])=[O:13])=[CH:9][C:8](SC(C)C)=[C:7]([O:20][CH3:21])[CH:6]=2.Cl[C:33]1[CH:34]=C(C=C[CH:42]=1)C(OO)=O.C([O-])(O)=O.[Na+].[O-:48][S:49]([O-:52])(=S)=O.[Na+].[Na+]. Product: [CH3:1][C:2]1[C:3]([C:22]2[CH:27]=[CH:26][CH:25]=[C:24]([C:28]([F:31])([F:29])[F:30])[CH:23]=2)=[N:4][C:5]2[C:10]([C:11]=1[C:12]([O:14][CH3:15])=[O:13])=[CH:9][C:8]([S:49]([CH:33]([CH3:34])[CH3:42])(=[O:52])=[O:48])=[C:7]([O:20][CH3:21])[CH:6]=2. The catalyst class is: 4.